This data is from Catalyst prediction with 721,799 reactions and 888 catalyst types from USPTO. The task is: Predict which catalyst facilitates the given reaction. The catalyst class is: 16. Product: [Cl:1][C:2]1[C:7]([Cl:8])=[CH:6][C:5]([NH:9][C:10]2[C:19]3[C:14](=[CH:15][C:16]([O:23][CH2:24][CH2:25][O:26][CH2:27][CH2:28][O:29][CH2:65][CH2:64][O:63][CH2:62][CH2:61][OH:60])=[C:17]([N+:20]([O-:22])=[O:21])[CH:18]=3)[N:13]=[CH:12][N:11]=2)=[C:4]([F:30])[CH:3]=1. Reactant: [Cl:1][C:2]1[C:7]([Cl:8])=[CH:6][C:5]([NH:9][C:10]2[C:19]3[C:14](=[CH:15][C:16]([O:23][CH2:24][CH2:25][O:26][CH2:27][CH2:28][OH:29])=[C:17]([N+:20]([O-:22])=[O:21])[CH:18]=3)[N:13]=[CH:12][N:11]=2)=[C:4]([F:30])[CH:3]=1.ClC1C(Cl)=CC(NC2C3C(=CC(F)=C([N+]([O-])=O)C=3)N=CN=2)=C(F)C=1.C([Si](C)(C)[O:60][CH2:61][CH2:62][O:63][CH2:64][CH2:65][O:60][CH2:61][CH2:62][O:63][CH2:64][CH2:65]O)(C)(C)C.[K].